From a dataset of Forward reaction prediction with 1.9M reactions from USPTO patents (1976-2016). Predict the product of the given reaction. (1) Given the reactants [C:1]([C:3]1([CH2:13][O:14][C:15]2[C:23]([CH:24]3[CH2:26][CH2:25]3)=[CH:22][C:18]([C:19]([OH:21])=O)=[C:17]([F:27])[CH:16]=2)[CH:10]2[CH2:11][CH:6]3CC(C[CH:4]1[CH2:5]3)C2)#[N:2].C(C1(COC2C(C3CC3)=CC(C(O)=O)=C(F)C=2)CCCCC1)#N.CS(N)(=O)=O.[CH:56]1([S:59]([NH2:62])(=[O:61])=[O:60])[CH2:58][CH2:57]1, predict the reaction product. The product is: [C:1]([C:3]1([CH2:13][O:14][C:15]2[C:23]([CH:24]3[CH2:26][CH2:25]3)=[CH:22][C:18]([C:19]([NH:62][S:59]([CH:56]3[CH2:58][CH2:57]3)(=[O:61])=[O:60])=[O:21])=[C:17]([F:27])[CH:16]=2)[CH2:10][CH2:11][CH2:6][CH2:5][CH2:4]1)#[N:2]. (2) Given the reactants [NH:1]1[CH:5]=[CH:4][N:3]=[N:2]1.[I-].[Na+].[OH-].[Na+].Cl[CH2:11][C:12]([C:14]1[CH:19]=[CH:18][CH:17]=[CH:16][CH:15]=1)=[O:13], predict the reaction product. The product is: [C:14]1([C:12](=[O:13])[CH2:11][N:1]2[CH:5]=[CH:4][N:3]=[N:2]2)[CH:19]=[CH:18][CH:17]=[CH:16][CH:15]=1. (3) Given the reactants [OH:1][C:2]1[CH:7]=[CH:6][C:5]([C:8]2[CH:13]=[CH:12][CH:11]=[C:10]([C:14]([O:16][CH3:17])=[O:15])[CH:9]=2)=[CH:4][C:3]=1[N+:18]([O-])=O, predict the reaction product. The product is: [NH2:18][C:3]1[CH:4]=[C:5]([C:8]2[CH:13]=[CH:12][CH:11]=[C:10]([C:14]([O:16][CH3:17])=[O:15])[CH:9]=2)[CH:6]=[CH:7][C:2]=1[OH:1]. (4) Given the reactants [CH2:1]([N:5]([S:15]([C:18]1[CH:23]=[CH:22][C:21]([N+:24]([O-:26])=[O:25])=[CH:20][CH:19]=1)(=[O:17])=[O:16])[C@H:6]([C:12]([OH:14])=[O:13])[CH2:7][CH2:8][CH2:9][CH2:10][NH2:11])[CH:2]([CH3:4])[CH3:3].[CH3:27][O:28][C:29]1[CH:39]=[C:38]([O:40][CH3:41])[CH:37]=[CH:36][C:30]=1[CH:31]=[CH:32][C:33](O)=[O:34], predict the reaction product. The product is: [CH2:1]([N:5]([S:15]([C:18]1[CH:23]=[CH:22][C:21]([N+:24]([O-:26])=[O:25])=[CH:20][CH:19]=1)(=[O:17])=[O:16])[C@H:6]([C:12]([OH:14])=[O:13])[CH2:7][CH2:8][CH2:9][CH2:10][NH:11][C:33](=[O:34])[CH:32]=[CH:31][C:30]1[CH:36]=[CH:37][C:38]([O:40][CH3:41])=[CH:39][C:29]=1[O:28][CH3:27])[CH:2]([CH3:4])[CH3:3]. (5) Given the reactants Cl[C:2]1[N:11]=[C:10]([C:12]([O:14][CH2:15][CH3:16])=[O:13])[C:9]2[C:4](=[CH:5][CH:6]=[C:7]([O:17][CH3:18])[CH:8]=2)[N:3]=1.[Br:19][C:20]1[CH:21]=[C:22](B(O)O)[CH:23]=[CH:24][CH:25]=1, predict the reaction product. The product is: [Br:19][C:20]1[CH:25]=[C:24]([C:2]2[N:11]=[C:10]([C:12]([O:14][CH2:15][CH3:16])=[O:13])[C:9]3[C:4](=[CH:5][CH:6]=[C:7]([O:17][CH3:18])[CH:8]=3)[N:3]=2)[CH:23]=[CH:22][CH:21]=1.